From a dataset of Forward reaction prediction with 1.9M reactions from USPTO patents (1976-2016). Predict the product of the given reaction. (1) Given the reactants [O:1]1[C:5]2=[CH:6][N:7]=[CH:8][CH:9]=[C:4]2[CH:3]=[C:2]1[C:10]([NH:12][CH2:13][C:14]1[N:19]=[CH:18][C:17]([S:20]([CH:23]2[CH2:28][CH2:27][N:26](C(OC(C)(C)C)=O)[CH2:25][CH2:24]2)(=[O:22])=[O:21])=[CH:16][CH:15]=1)=[O:11].[C:36]([OH:42])([C:38]([F:41])([F:40])[F:39])=[O:37], predict the reaction product. The product is: [F:39][C:38]([F:41])([F:40])[C:36]([OH:42])=[O:37].[NH:26]1[CH2:27][CH2:28][CH:23]([S:20]([C:17]2[CH:16]=[CH:15][C:14]([CH2:13][NH:12][C:10]([C:2]3[O:1][C:5]4=[CH:6][N:7]=[CH:8][CH:9]=[C:4]4[CH:3]=3)=[O:11])=[N:19][CH:18]=2)(=[O:22])=[O:21])[CH2:24][CH2:25]1. (2) Given the reactants C(N(CC)CC)C.[CH2:8]([O:10][CH2:11][C:12](Cl)=O)[CH3:9].[Br:15][C:16]1[CH:25]=[C:24]2[C:19]([C:20]([NH:27][CH2:28][C@@H:29]3[CH2:33][O:32][C:31]([CH3:35])([CH3:34])[O:30]3)=[C:21]([NH2:26])[CH:22]=[N:23]2)=[CH:18][CH:17]=1, predict the reaction product. The product is: [Br:15][C:16]1[CH:17]=[CH:18][C:19]2[C:20]3[N:27]([CH2:28][C@@H:29]4[CH2:33][O:32][C:31]([CH3:35])([CH3:34])[O:30]4)[C:9]([CH2:8][O:10][CH2:11][CH3:12])=[N:26][C:21]=3[CH:22]=[N:23][C:24]=2[CH:25]=1. (3) Given the reactants S([N:11]1[CH2:26][CH2:25][CH2:24][N:23]([CH2:27][C:28]2[CH:33]=[CH:32][C:31]([N+:34]([O-:36])=[O:35])=[CH:30][CH:29]=2)[CH2:22][CH2:21][CH2:20][N:19](S(C2C=CC(C)=CC=2)(=O)=O)[CH2:18][CH2:17][CH2:16][N:15](S(C2C=CC(C)=CC=2)(=O)=O)[CH2:14][CH2:13][CH2:12]1)(C1C=CC(C)=CC=1)(=O)=O.O.[OH-].[Na+], predict the reaction product. The product is: [N+:34]([C:31]1[CH:30]=[CH:29][C:28]([CH2:27][N:23]2[CH2:22][CH2:21][CH2:20][NH:19][CH2:18][CH2:17][CH2:16][NH:15][CH2:14][CH2:13][CH2:12][NH:11][CH2:26][CH2:25][CH2:24]2)=[CH:33][CH:32]=1)([O-:36])=[O:35]. (4) Given the reactants P([O-])([O-])([O-])=O.[K+].[K+].[K+].C([NH:12][CH:13]([C:24]([OH:26])=[O:25])[CH2:14][C:15]1[C:23]2[C:18](=[CH:19][CH:20]=[CH:21][CH:22]=2)[NH:17][CH:16]=1)(=O)C, predict the reaction product. The product is: [NH2:12][C@H:13]([C:24]([OH:26])=[O:25])[CH2:14][C:15]1[C:23]2[C:18](=[CH:19][CH:20]=[CH:21][CH:22]=2)[NH:17][CH:16]=1.